Dataset: Reaction yield outcomes from USPTO patents with 853,638 reactions. Task: Predict the reaction yield, written as a fraction of the theoretical maximum amount of product (1.0 means a 100% yield; for example, 0.34 means a 34% yield). (1) The reactants are [CH2:1]([O:8][C:9]1[CH:14]=[CH:13][N:12]([C:15]2[CH:16]=[C:17]3[C:21](=[CH:22][CH:23]=2)[N:20]([CH2:24][CH2:25][CH2:26][O:27][Si](C(C)(C)C)(C)C)[N:19]=[CH:18]3)[C:11](=[O:35])[CH:10]=1)[C:2]1[CH:7]=[CH:6][CH:5]=[CH:4][CH:3]=1.CCCC[N+](CCCC)(CCCC)CCCC.[F-].O. The catalyst is C1COCC1. The product is [CH2:1]([O:8][C:9]1[CH:14]=[CH:13][N:12]([C:15]2[CH:16]=[C:17]3[C:21](=[CH:22][CH:23]=2)[N:20]([CH2:24][CH2:25][CH2:26][OH:27])[N:19]=[CH:18]3)[C:11](=[O:35])[CH:10]=1)[C:2]1[CH:7]=[CH:6][CH:5]=[CH:4][CH:3]=1. The yield is 0.880. (2) The reactants are N1CC(C2[CH2:10][CH2:9][N:8]([C:11]([C:13]3[S:14][CH:15]=[CH:16][N:17]=3)=[O:12])[CH2:7][CH2:6]2)C1.[F:18][C:19]1[CH:20]=[C:21]([N:26]2[C:34]3[C:29](=[CH:30][C:31]([C:35]([OH:37])=O)=[CH:32][CH:33]=3)[CH:28]=[CH:27]2)[CH:22]=[CH:23][C:24]=1[F:25].CCN(CC)CC.CN(C(ON1N=[N:60][C:55]2C=C[CH:58]=[N:59][C:54]1=2)=[N+](C)C)C.F[P-](F)(F)(F)(F)F. The catalyst is C(Cl)Cl. The product is [F:18][C:19]1[CH:20]=[C:21]([N:26]2[C:34]3[C:29](=[CH:30][C:31]([C:35]([N:59]4[CH2:54][CH:55]([N:60]5[CH2:6][CH2:7][N:8]([C:11]([C:13]6[S:14][CH:15]=[CH:16][N:17]=6)=[O:12])[CH2:9][CH2:10]5)[CH2:58]4)=[O:37])=[CH:32][CH:33]=3)[CH:28]=[CH:27]2)[CH:22]=[CH:23][C:24]=1[F:25]. The yield is 0.580. (3) The reactants are [CH:1]1([C@H:4]2[NH:9][C:8](=O)[CH2:7][NH:6][C:5]2=O)[CH2:3][CH2:2]1.O.[OH-].[K+]. The catalyst is C1COCC1. The product is [CH:1]1([C@@H:4]2[CH2:5][NH:6][CH2:7][CH2:8][NH:9]2)[CH2:3][CH2:2]1. The yield is 0.755. (4) The reactants are Br[C:2]1[N:6]([S:7]([C:10]2[CH:15]=[CH:14][CH:13]=[CH:12][CH:11]=2)(=[O:9])=[O:8])[CH:5]=[C:4]([C:16]([O:18][CH3:19])=[O:17])[CH:3]=1.[CH:20]1(B(O)O)[CH2:22][CH2:21]1.C1(P(C2CCCCC2)C2CCCCC2)CCCCC1.P([O-])([O-])([O-])=O.[K+].[K+].[K+]. The catalyst is C1(C)C=CC=CC=1.O.C([O-])(=O)C.[Pd+2].C([O-])(=O)C. The product is [CH:20]1([C:2]2[N:6]([S:7]([C:10]3[CH:15]=[CH:14][CH:13]=[CH:12][CH:11]=3)(=[O:9])=[O:8])[CH:5]=[C:4]([C:16]([O:18][CH3:19])=[O:17])[CH:3]=2)[CH2:22][CH2:21]1. The yield is 0.220.